The task is: Predict the reactants needed to synthesize the given product.. This data is from Full USPTO retrosynthesis dataset with 1.9M reactions from patents (1976-2016). (1) Given the product [CH2:1]([C:3]1[CH:9]=[C:8]([CH3:10])[CH:7]=[C:6]([CH2:11][CH3:12])[C:4]=1[Br:22])[CH3:2], predict the reactants needed to synthesize it. The reactants are: [CH2:1]([C:3]1[CH:9]=[C:8]([CH3:10])[CH:7]=[C:6]([CH2:11][CH3:12])[C:4]=1N)[CH3:2].N([O-])=O.[Na+].S(=O)(=O)(O)N.[BrH:22]. (2) Given the product [CH:1]([O:4][C:5]1[CH:6]=[CH:7][C:8]2[CH2:9][NH:10][CH2:11][CH2:12][O:13][C:14]=2[N:15]=1)([CH3:3])[CH3:2], predict the reactants needed to synthesize it. The reactants are: [CH:1]([O:4][C:5]1[CH:6]=[CH:7][C:8]2[CH2:9][N:10](C(OC(C)(C)C)=O)[CH2:11][CH2:12][O:13][C:14]=2[N:15]=1)([CH3:3])[CH3:2].Cl.C(OCC)(=O)C. (3) The reactants are: [CH2:1]([O:3][C:4]1[CH:5]=[C:6]([C:11](=O)[CH2:12][C:13]([O:15]CC)=O)[CH:7]=[CH:8][C:9]=1[F:10])[CH3:2].CC1C=CC(S(O)(=O)=O)=CC=1.[CH3:30][C:31]1[O:35][C:34]([C:36]2[CH:37]=[N:38][NH:39][C:40]=2[NH2:41])=[N:33][CH:32]=1. Given the product [CH2:1]([O:3][C:4]1[CH:5]=[C:6]([C:11]2[NH:41][C:40]3[N:39]([N:38]=[CH:37][C:36]=3[C:34]3[O:35][C:31]([CH3:30])=[CH:32][N:33]=3)[C:13](=[O:15])[CH:12]=2)[CH:7]=[CH:8][C:9]=1[F:10])[CH3:2], predict the reactants needed to synthesize it. (4) Given the product [F:1][C:2]([F:7])([F:6])[C:3]([OH:5])=[O:4].[NH2:65][CH2:63][C:64]([NH:8][C@H:9]([C:14]([NH:16][C@H:17]([C:25]([NH:27][C@H:28]([C:33]([N:35]1[CH2:62][CH2:61][CH2:60][C@H:36]1[C:37]([NH:39][CH2:40][CH2:41][CH2:42][NH:43][C:44]1[C:57]2[C:56](=[O:58])[C:55]3[C:50](=[CH:51][CH:52]=[CH:53][CH:54]=3)[C:49](=[O:59])[C:48]=2[CH:47]=[CH:46][CH:45]=1)=[O:38])=[O:34])[CH2:29][CH:30]([CH3:31])[CH3:32])=[O:26])[CH2:18][C:19]1[CH:24]=[CH:23][CH:22]=[CH:21][CH:20]=1)=[O:15])[CH2:10][CH:11]([CH3:13])[CH3:12])=[O:4], predict the reactants needed to synthesize it. The reactants are: [F:1][C:2]([F:7])([F:6])[C:3]([OH:5])=[O:4].[NH2:8][C@H:9]([C:14]([NH:16][C@H:17]([C:25]([NH:27][C@H:28]([C:33]([N:35]1[CH2:62][CH2:61][CH2:60][C@H:36]1[C:37]([NH:39][CH2:40][CH2:41][CH2:42][NH:43][C:44]1[C:57]2[C:56](=[O:58])[C:55]3[C:50](=[CH:51][CH:52]=[CH:53][CH:54]=3)[C:49](=[O:59])[C:48]=2[CH:47]=[CH:46][CH:45]=1)=[O:38])=[O:34])[CH2:29][CH:30]([CH3:32])[CH3:31])=[O:26])[CH2:18][C:19]1[CH:24]=[CH:23][CH:22]=[CH:21][CH:20]=1)=[O:15])[CH2:10][CH:11]([CH3:13])[CH3:12].[CH2:63]([N:65](CC)CC)[CH3:64].